Task: Predict the product of the given reaction.. Dataset: Forward reaction prediction with 1.9M reactions from USPTO patents (1976-2016) (1) Given the reactants CC(C)(C)C([NH:5][C:6]1[CH:11]=[CH:10][CH:9]=[C:8]([O:12][CH3:13])[C:7]=1/[CH:14]=[CH:15]/[C:16](=O)[C:17]1[CH:22]=[CH:21][CH:20]=[CH:19][CH:18]=1)=O.C([O-])(O)=O.[Na+], predict the reaction product. The product is: [CH3:13][O:12][C:8]1[CH:9]=[CH:10][CH:11]=[C:6]2[C:7]=1[CH:14]=[CH:15][C:16]([C:17]1[CH:22]=[CH:21][CH:20]=[CH:19][CH:18]=1)=[N:5]2. (2) Given the reactants [C:1]1([CH3:24])[CH:6]=[C:5]([CH3:7])[CH:4]=[C:3]([CH3:8])[C:2]=1[S:9]([N:12]1[CH2:17][CH2:16][CH:15]([NH:18][CH2:19][CH2:20][CH:21]([OH:23])[CH3:22])[CH2:14][CH2:13]1)(=[O:11])=[O:10].C=O.[NH+]1C=CC=C[CH:28]=1.CC1C=CC(S([O-])(=O)=O)=CC=1.C1C=C[NH+]=CC=1.C([O-])(O)=O.[Na+], predict the reaction product. The product is: [C:1]1([CH3:24])[CH:6]=[C:5]([CH3:7])[CH:4]=[C:3]([CH3:8])[C:2]=1[S:9]([N:12]1[CH2:13][CH2:14][CH:15]([N:18]2[CH2:19][CH2:20][CH:21]([CH3:22])[O:23][CH2:28]2)[CH2:16][CH2:17]1)(=[O:11])=[O:10]. (3) Given the reactants [NH2:1][C:2]1[N:7]([CH3:8])[C:6](=[O:9])[NH:5][C:4](=[O:10])[C:3]=1[NH:11][CH:12]=O.[OH-].[Na+], predict the reaction product. The product is: [CH3:8][N:7]1[C:2]2[N:1]=[CH:12][NH:11][C:3]=2[C:4](=[O:10])[NH:5][C:6]1=[O:9]. (4) Given the reactants [F:1][C:2]1[CH:7]=[CH:6][CH:5]=[CH:4][C:3]=1[C:8]1[C@@H:9]([C:15]([N:17]2[C@@H:21]([CH2:22][C:23]3[CH:28]=[CH:27][CH:26]=[CH:25][CH:24]=3)[CH2:20][O:19][C:18]2=[O:29])=[O:16])[N:10]([CH3:14])[C:11](=[O:13])[CH:12]=1, predict the reaction product. The product is: [F:1][C:2]1[CH:7]=[CH:6][CH:5]=[CH:4][C:3]=1[C@@H:8]1[CH2:12][C:11](=[O:13])[N:10]([CH3:14])[C@@H:9]1[C:15]([N:17]1[C@@H:21]([CH2:22][C:23]2[CH:24]=[CH:25][CH:26]=[CH:27][CH:28]=2)[CH2:20][O:19][C:18]1=[O:29])=[O:16]. (5) Given the reactants [N+:1]([C:4]1[CH:5]=[CH:6][C:7]2[O:12][C@:11]([CH3:18])([CH:13]([O:16][CH3:17])[O:14][CH3:15])[C@@H:10]3[O:19][C@@H:9]3[C:8]=2[CH:20]=1)([O-:3])=[O:2].[OH:21][C:22]1[CH:27]=[CH:26][C:25]([CH3:28])=[CH:24][C:23]=1[NH:29][CH2:30][C:31]1[N:32]=[N:33][N:34]([CH3:36])[N:35]=1, predict the reaction product. The product is: [N+:1]([C:4]1[CH:5]=[CH:6][C:7]2[O:12][C@:11]([CH3:18])([CH:13]([O:16][CH3:17])[O:14][CH3:15])[C@H:10]([OH:19])[C@@H:9]([N:29]([C:23]3[CH:24]=[C:25]([CH3:28])[CH:26]=[CH:27][C:22]=3[OH:21])[CH2:30][C:31]3[N:32]=[N:33][N:34]([CH3:36])[N:35]=3)[C:8]=2[CH:20]=1)([O-:3])=[O:2]. (6) Given the reactants Br[CH2:2]/[CH:3]=[CH:4]/[C:5]([OH:7])=O.Cl.[CH:9]12[O:16][CH:13]([CH2:14][CH2:15]1)[CH2:12][NH:11][CH2:10]2.CCN(C(C)C)C(C)C.Cl.[Cl:27][C:28]1[CH:29]=[C:30]([OH:48])[CH:31]=[C:32]([NH:34][C:35]2[C:36]3[C:43]4[CH2:44][CH2:45][NH:46][CH2:47][C:42]=4[S:41][C:37]=3[N:38]=[CH:39][N:40]=2)[CH:33]=1.CCN=C=NCCCN(C)C, predict the reaction product. The product is: [Cl:27][C:28]1[CH:29]=[C:30]([OH:48])[CH:31]=[C:32]([NH:34][C:35]2[C:36]3[C:43]4[CH2:44][CH2:45][N:46]([C:5](=[O:7])/[CH:4]=[CH:3]/[CH2:2][N:11]5[CH2:10][CH:9]6[O:16][CH:13]([CH2:14][CH2:15]6)[CH2:12]5)[CH2:47][C:42]=4[S:41][C:37]=3[N:38]=[CH:39][N:40]=2)[CH:33]=1.